This data is from Full USPTO retrosynthesis dataset with 1.9M reactions from patents (1976-2016). The task is: Predict the reactants needed to synthesize the given product. The reactants are: [CH3:1][O:2][C:3]1[CH:4]=[C:5]([C:8]([O:11]COC)=[CH:9][N:10]=1)[CH:6]=[O:7].Cl.[C:16]([O-])([O-])=[O:17].[K+].[K+].C1[CH2:26][O:25][CH2:24]C1. Given the product [OH:11][C:8]1[C:5]([CH:6]=[O:7])=[CH:4][C:3]([O:2][CH2:1][CH2:24][O:25][CH3:26])=[N:10][CH:9]=1.[OH:11][C:8]1[CH:9]=[N:10][C:3]([O:2][CH2:1][CH2:24][O:25][CH3:26])=[C:4]([CH:5]=1)[CH:16]=[O:17], predict the reactants needed to synthesize it.